From a dataset of Full USPTO retrosynthesis dataset with 1.9M reactions from patents (1976-2016). Predict the reactants needed to synthesize the given product. (1) Given the product [Cl:2][C:3]1[CH:4]=[C:5]2[C:9](=[CH:10][CH:11]=1)[NH:8][CH:7]=[C:6]2[CH2:12][CH2:13][NH:14][C:25](=[O:26])[C:24]1[CH:28]=[CH:29][C:21]([N:18]2[CH2:17][CH2:16][O:15][CH2:20][CH2:19]2)=[N:22][CH:23]=1, predict the reactants needed to synthesize it. The reactants are: Cl.[Cl:2][C:3]1[CH:4]=[C:5]2[C:9](=[CH:10][CH:11]=1)[NH:8][CH:7]=[C:6]2[CH2:12][CH2:13][NH2:14].[O:15]1[CH2:20][CH2:19][N:18]([C:21]2[CH:29]=[CH:28][C:24]([C:25](Cl)=[O:26])=[CH:23][N:22]=2)[CH2:17][CH2:16]1.C(N(CC)CC)C. (2) The reactants are: Br[C:2]1[N:7]=[CH:6][C:5]([C:8]([N:10]2[CH2:15][CH2:14][N:13]([C:16]3[C:21]([CH3:22])=[CH:20][C:19]([CH2:23][CH3:24])=[CH:18][N:17]=3)[CH2:12][CH2:11]2)=[O:9])=[CH:4][CH:3]=1.[C:25]([N:28]1[CH2:32][CH2:31][NH:30][C:29]1=[O:33])(=[O:27])[CH3:26]. Given the product [C:25]([N:28]1[CH2:32][CH2:31][N:30]([C:2]2[CH:3]=[CH:4][C:5]([C:8]([N:10]3[CH2:15][CH2:14][N:13]([C:16]4[C:21]([CH3:22])=[CH:20][C:19]([CH2:23][CH3:24])=[CH:18][N:17]=4)[CH2:12][CH2:11]3)=[O:9])=[CH:6][N:7]=2)[C:29]1=[O:33])(=[O:27])[CH3:26], predict the reactants needed to synthesize it. (3) Given the product [F:26][C:27]([F:42])([F:41])[C:1]1[N:9]2[C:8]3[CH:10]=[CH:11][CH:12]=[CH:13][C:7]=3[O:6][C:5]3([CH2:18][CH2:17][N:16]([C:19]([O:21][C:22]([CH3:25])([CH3:24])[CH3:23])=[O:20])[CH2:15][CH2:14]3)[C:4]2=[CH:3][CH:2]=1, predict the reactants needed to synthesize it. The reactants are: [CH:1]1[N:9]2[C:4]([C:5]3([CH2:18][CH2:17][N:16]([C:19]([O:21][C:22]([CH3:25])([CH3:24])[CH3:23])=[O:20])[CH2:15][CH2:14]3)[O:6][C:7]3[CH:13]=[CH:12][CH:11]=[CH:10][C:8]=32)=[CH:3][CH:2]=1.[F:26][C:27]([F:42])([F:41])[S+]1C2C=CC=CC=2C2C=CC=CC1=2.[F:26][C:27]([F:42])([F:41])S([O-])(=O)=O.C([O-])([O-])=O.[K+].[K+]. (4) Given the product [OH:19][CH:16]1[CH2:17][CH2:18][N:14]([C:12]([C:9]2[N:8]=[C:7]3[C:2]([C:25]4[CH:26]=[CH:27][CH:28]=[C:23]([O:22][C:21]([F:20])([F:32])[F:33])[CH:24]=4)=[CH:3][N:4]=[CH:5][C:6]3=[N:11][CH:10]=2)=[O:13])[CH2:15]1, predict the reactants needed to synthesize it. The reactants are: Br[C:2]1[C:7]2=[N:8][C:9]([C:12]([N:14]3[CH2:18][CH2:17][CH:16]([OH:19])[CH2:15]3)=[O:13])=[CH:10][N:11]=[C:6]2[CH:5]=[N:4][CH:3]=1.[F:20][C:21]([F:33])([F:32])[O:22][C:23]1[CH:24]=[C:25](B(O)O)[CH:26]=[CH:27][CH:28]=1.C(=O)([O-])[O-].[Cs+].[Cs+].O1CCOCC1. (5) Given the product [Br:17][C:16]1[C:8]2[C:9](=[C:10]([C:12]#[N:13])[N:11]=[C:6]([C:4]([NH:28][CH2:29][C:30]([OH:32])=[O:31])=[O:3])[C:7]=2[OH:24])[N:14]([C:18]2[CH:23]=[CH:22][CH:21]=[CH:20][CH:19]=2)[CH:15]=1, predict the reactants needed to synthesize it. The reactants are: C([O:3][C:4]([C:6]1[C:7]([O:24]C(=O)C)=[C:8]2[C:16]([Br:17])=[CH:15][N:14]([C:18]3[CH:23]=[CH:22][CH:21]=[CH:20][CH:19]=3)[C:9]2=[C:10]([C:12]#[N:13])[N:11]=1)=O)C.[NH2:28][CH2:29][C:30]([OH:32])=[O:31].C[O-].[Na+].CO. (6) Given the product [C:1]([C:5]1[CH:6]=[C:7]([CH:12]=[C:13]([CH2:15][O:16][CH2:18][CH2:19][CH2:20][O:21][CH:22]2[CH2:27][CH2:26][CH2:25][CH2:24][O:23]2)[CH:14]=1)[C:8]([O:10][CH3:11])=[O:9])([CH3:4])([CH3:2])[CH3:3], predict the reactants needed to synthesize it. The reactants are: [C:1]([C:5]1[CH:6]=[C:7]([CH:12]=[C:13]([CH2:15][OH:16])[CH:14]=1)[C:8]([O:10][CH3:11])=[O:9])([CH3:4])([CH3:3])[CH3:2].Br[CH2:18][CH2:19][CH2:20][O:21][CH:22]1[CH2:27][CH2:26][CH2:25][CH2:24][O:23]1. (7) Given the product [CH:27]([S:24]([C:21]1[CH:20]=[CH:19][C:18]([C:15]2[N:14]=[C:13]([C:30]#[C:31][C:32]3[CH:37]=[CH:36][CH:35]=[C:34]([O:38][CH2:3][CH2:4][N:5]4[CH2:10][CH2:9][O:8][CH2:7][CH2:6]4)[CH:33]=3)[C:12]([NH2:11])=[N:17][CH:16]=2)=[CH:23][CH:22]=1)(=[O:25])=[O:26])([CH3:29])[CH3:28], predict the reactants needed to synthesize it. The reactants are: Cl.Cl[CH2:3][CH2:4][N:5]1[CH2:10][CH2:9][O:8][CH2:7][CH2:6]1.[NH2:11][C:12]1[C:13]([C:30]#[C:31][C:32]2[CH:33]=[C:34]([OH:38])[CH:35]=[CH:36][CH:37]=2)=[N:14][C:15]([C:18]2[CH:23]=[CH:22][C:21]([S:24]([CH:27]([CH3:29])[CH3:28])(=[O:26])=[O:25])=[CH:20][CH:19]=2)=[CH:16][N:17]=1.C([O-])([O-])=O.[K+].[K+]. (8) Given the product [Cl:21][C:22]1[S:26][C:25]([CH:7]2[C:8]3[C:13](=[CH:12][CH:11]=[CH:10][CH:9]=3)[C:14]3[CH:1]=[CH:2][CH:3]=[CH:4][C:5]=3[N:6]2[C:15](=[O:19])[CH:16]([CH3:18])[CH3:17])=[CH:24][CH:23]=1, predict the reactants needed to synthesize it. The reactants are: [CH:1]1[C:14]2[C:5](=[N:6][CH:7]=[C:8]3[C:13]=2[CH:12]=[CH:11][CH:10]=[CH:9]3)[CH:4]=[CH:3][CH:2]=1.[C:15](Cl)(=[O:19])[CH:16]([CH3:18])[CH3:17].[Cl:21][C:22]1[S:26][C:25]([Mg]Br)=[CH:24][CH:23]=1. (9) Given the product [CH3:1][O:2][C:3]1[C:11]2[C:10]3[CH:12]=[CH:13][CH:14]=[C:15]([NH:16][C:17](=[O:19])[CH3:18])[C:9]=3[S:8][C:7]=2[C:6]([C:20]([OH:24])=[O:21])=[CH:5][CH:4]=1, predict the reactants needed to synthesize it. The reactants are: [CH3:1][O:2][C:3]1[C:11]2[C:10]3[CH:12]=[CH:13][CH:14]=[C:15]([NH:16][C:17](=[O:19])[CH3:18])[C:9]=3[S:8][C:7]=2[C:6]([CH:20]=[O:21])=[CH:5][CH:4]=1.S(=O)(=O)([OH:24])N.Cl([O-])=O.[Na+]. (10) The reactants are: C(OC([N:8]1[CH2:12][CH2:11][C@:10]2([CH2:16][CH2:15][N:14]([C:17]3[CH:22]=[CH:21][C:20]([N:23]4[CH:32]=[CH:31][C:30]5[C:25](=[CH:26][CH:27]=[C:28]([O:33]C)[CH:29]=5)[C:24]4=[O:35])=[CH:19][CH:18]=3)[CH2:13]2)[CH2:9]1)=O)(C)(C)C.Br. Given the product [CH2:13]1[C@@:10]2([CH2:11][CH2:12][NH:8][CH2:9]2)[CH2:16][CH2:15][N:14]1[C:17]1[CH:22]=[CH:21][C:20]([N:23]2[CH:32]=[CH:31][C:30]3[C:25](=[CH:26][CH:27]=[C:28]([OH:33])[CH:29]=3)[C:24]2=[O:35])=[CH:19][CH:18]=1, predict the reactants needed to synthesize it.